Task: Predict the reactants needed to synthesize the given product.. Dataset: Full USPTO retrosynthesis dataset with 1.9M reactions from patents (1976-2016) (1) Given the product [CH3:10][C:1]1[CH:6]=[CH:5][CH:4]=[CH:3][C:2]=1[C:7]([NH:11][C@H:12]1[CH2:17][CH2:16][CH2:15][N:14]([CH:42]2[CH2:43][CH2:44][N:39]([C:34]([O:36][CH2:37][CH3:38])=[O:35])[CH2:40][CH2:41]2)[CH2:13]1)=[O:8], predict the reactants needed to synthesize it. The reactants are: [C:1]1([CH3:10])[C:2]([C:7](Cl)=[O:8])=[CH:3][CH:4]=[CH:5][CH:6]=1.[NH2:11][C@H:12]1[CH2:17][CH2:16][CH2:15][N:14](C(OC(C)(C)C)=O)[CH2:13]1.CCN(C(C)C)C(C)C.[C:34]([N:39]1[CH2:44][CH2:43][C:42](=O)[CH2:41][CH2:40]1)([O:36][CH2:37][CH3:38])=[O:35]. (2) Given the product [CH3:47][O:46][C:36](=[O:45])[C@H:37]([O:1][C:2]1[C:3](=[O:35])[N:4]([C:28]2[N:29]=[N:30][C:31]([CH3:34])=[CH:32][CH:33]=2)[C@@H:5]([C:18]2[CH:19]=[N:20][C:21]([C:24]([F:25])([F:26])[F:27])=[CH:22][CH:23]=2)[C:6]=1[C:7](=[O:17])[C:8]1[CH:13]=[CH:12][C:11]([CH:14]([CH3:16])[CH3:15])=[CH:10][CH:9]=1)[C:39]1[CH:40]=[CH:41][CH:42]=[CH:43][CH:44]=1, predict the reactants needed to synthesize it. The reactants are: [OH:1][C:2]1[C:3](=[O:35])[N:4]([C:28]2[N:29]=[N:30][C:31]([CH3:34])=[CH:32][CH:33]=2)[CH:5]([C:18]2[CH:19]=[N:20][C:21]([C:24]([F:27])([F:26])[F:25])=[CH:22][CH:23]=2)[C:6]=1[C:7](=[O:17])[C:8]1[CH:13]=[CH:12][C:11]([CH:14]([CH3:16])[CH3:15])=[CH:10][CH:9]=1.[C:36]([O:46][CH3:47])(=[O:45])[C@H:37]([C:39]1[CH:44]=[CH:43][CH:42]=[CH:41][CH:40]=1)O. (3) Given the product [F:43][C:2]1([F:1])[CH2:7][C@H:6]([O:8][C:9]2[CH:14]=[CH:13][C:12]([S:15]([NH:18][C:19]3[CH:24]=[CH:23][N:22]=[CH:21][N:20]=3)(=[O:16])=[O:17])=[C:11]([F:36])[CH:10]=2)[C@@H:5]([C:37]2[N:41]([CH3:42])[N:40]=[CH:39][CH:38]=2)[CH2:4][CH2:3]1, predict the reactants needed to synthesize it. The reactants are: [F:1][C:2]1([F:43])[CH2:7][C@H:6]([O:8][C:9]2[CH:14]=[CH:13][C:12]([S:15]([N:18](CC3C=CC(OC)=CC=3OC)[C:19]3[CH:24]=[CH:23][N:22]=[CH:21][N:20]=3)(=[O:17])=[O:16])=[C:11]([F:36])[CH:10]=2)[C@@H:5]([C:37]2[N:41]([CH3:42])[N:40]=[CH:39][CH:38]=2)[CH2:4][CH2:3]1.C([SiH](CC)CC)C.FC(F)(F)C(O)=O.